From a dataset of Forward reaction prediction with 1.9M reactions from USPTO patents (1976-2016). Predict the product of the given reaction. (1) Given the reactants C(O[K])(C)(C)C.[C:7](=[O:14])([O:11][CH2:12][CH3:13])OCC.C1(C)C=CC=CC=1.[C:22]([C:25]1[S:26][CH:27]=[CH:28][CH:29]=1)(=[O:24])[CH3:23], predict the reaction product. The product is: [CH2:12]([O:11][C:7](=[O:14])[CH2:23][C:22](=[O:24])[C:25]1[S:26][CH:27]=[CH:28][CH:29]=1)[CH3:13]. (2) Given the reactants [OH:1][C:2]1[CH:7]=[CH:6][C:5]([C:8]([C:10]2[CH:15]=[CH:14][C:13]([OH:16])=[CH:12][CH:11]=2)=[O:9])=[CH:4][CH:3]=1.Cl[CH2:18][CH2:19][CH2:20][N:21]([CH3:23])[CH3:22].O, predict the reaction product. The product is: [CH3:22][N:21]([CH3:23])[CH2:20][CH2:19][CH2:18][O:1][C:2]1[CH:7]=[CH:6][C:5]([C:8]([C:10]2[CH:15]=[CH:14][C:13]([O:16][CH2:18][CH2:19][CH2:20][N:21]([CH3:23])[CH3:22])=[CH:12][CH:11]=2)=[O:9])=[CH:4][CH:3]=1. (3) Given the reactants C(OC([N:11]([CH2:27][C:28]1[CH:33]=[C:32]([C:34]([F:37])([F:36])[F:35])[CH:31]=[C:30]([C:38]([F:41])([F:40])[F:39])[CH:29]=1)[C:12]1[N:17]=[CH:16][C:15]([O:18][CH2:19][CH2:20][CH2:21][C:22]([O:24][CH2:25][CH3:26])=[O:23])=[CH:14][N:13]=1)=O)C1C=CC=CC=1, predict the reaction product. The product is: [F:37][C:34]([F:35])([F:36])[C:32]1[CH:33]=[C:28]([CH:29]=[C:30]([C:38]([F:39])([F:40])[F:41])[CH:31]=1)[CH2:27][NH:11][C:12]1[N:13]=[CH:14][C:15]([O:18][CH2:19][CH2:20][CH2:21][C:22]([O:24][CH2:25][CH3:26])=[O:23])=[CH:16][N:17]=1. (4) Given the reactants [CH3:1][C:2]1[N:3]([CH2:15][CH2:16][C:17]([O:19]CC)=O)[C:4]2[C:13]3[CH:12]=[CH:11][CH:10]=[CH:9][C:8]=3[N:7]=[CH:6][C:5]=2[N:14]=1, predict the reaction product. The product is: [CH3:1][C:2]1[N:3]([CH2:15][CH2:16][C:17]([NH:3][CH2:4][CH2:5][CH3:6])=[O:19])[C:4]2[C:13]3[CH:12]=[CH:11][CH:10]=[CH:9][C:8]=3[N:7]=[CH:6][C:5]=2[N:14]=1. (5) Given the reactants [CH:1]([N:4](CC)C(C)C)(C)[CH3:2].BrCC#N.[NH:14]([C:30]([O:32][C:33]([CH3:36])([CH3:35])[CH3:34])=[O:31])[C@H:15]([C:27]([OH:29])=[O:28])[CH2:16][CH2:17][CH2:18][CH2:19][NH:20][C:21]([C:23]([F:26])([F:25])[F:24])=[O:22], predict the reaction product. The product is: [C:33]([O:32][C:30]([NH:14][C@@H:15]([CH2:16][CH2:17][CH2:18][CH2:19][NH:20][C:21](=[O:22])[C:23]([F:25])([F:26])[F:24])[C:27]([O:29][CH2:2][C:1]#[N:4])=[O:28])=[O:31])([CH3:36])([CH3:35])[CH3:34]. (6) Given the reactants Cl[C:2]1[CH:12]=[C:11]([NH:13][CH:14]([CH3:16])[CH3:15])[C:5]([C:6]([O:8][CH2:9][CH3:10])=[O:7])=[CH:4][N:3]=1.[NH2:17][C:18]1[CH:26]=[CH:25][C:21]2[N:22]=[CH:23][S:24][C:20]=2[CH:19]=1.CC1(C)C2C(=C(P(C3C=CC=CC=3)C3C=CC=CC=3)C=CC=2)OC2C(P(C3C=CC=CC=3)C3C=CC=CC=3)=CC=CC1=2.C([O-])([O-])=O.[Na+].[Na+], predict the reaction product. The product is: [S:24]1[C:20]2[CH:19]=[C:18]([NH:17][C:2]3[CH:12]=[C:11]([NH:13][CH:14]([CH3:16])[CH3:15])[C:5]([C:6]([O:8][CH2:9][CH3:10])=[O:7])=[CH:4][N:3]=3)[CH:26]=[CH:25][C:21]=2[N:22]=[CH:23]1. (7) Given the reactants [CH2:1]([N:8]1[C:16]2[C:11](=[N:12][C:13]([Cl:17])=[CH:14][CH:15]=2)[CH:10]=[C:9]1Br)[C:2]1[CH:7]=[CH:6][CH:5]=[CH:4][CH:3]=1.C([Sn](CCCC)(CCCC)[C:24]1[CH:29]=[CH:28][CH:27]=[CH:26][N:25]=1)CCC, predict the reaction product. The product is: [CH2:1]([N:8]1[C:16]2[C:11](=[N:12][C:13]([Cl:17])=[CH:14][CH:15]=2)[CH:10]=[C:9]1[C:24]1[CH:29]=[CH:28][CH:27]=[CH:26][N:25]=1)[C:2]1[CH:7]=[CH:6][CH:5]=[CH:4][CH:3]=1. (8) Given the reactants Br[C:2]1[CH:3]=[CH:4][CH:5]=[C:6]2[C:11]=1[N:10]=[C:9]([NH:12][C:13]([CH3:16])([CH3:15])[CH3:14])[N:8]([CH:17]1[CH2:22][CH2:21][O:20][CH2:19][CH2:18]1)[C:7]2=[O:23].[CH3:24][C@@H:25]1[C:29]2[NH:30][C:31](B3OC(C)(C)C(C)(C)O3)=[CH:32][C:28]=2[C:27](=[O:42])[NH:26]1.CC(C1C=C(C(C)C)C(C2C=CC=CC=2P(C2CCCCC2)C2CCCCC2)=C(C(C)C)C=1)C.P([O-])([O-])([O-])=O.[K+].[K+].[K+], predict the reaction product. The product is: [C:13]([NH:12][C:9]1[N:8]([CH:17]2[CH2:22][CH2:21][O:20][CH2:19][CH2:18]2)[C:7](=[O:23])[C:6]2[C:11](=[C:2]([C:31]3[NH:30][C:29]4[C@@H:25]([CH3:24])[NH:26][C:27](=[O:42])[C:28]=4[CH:32]=3)[CH:3]=[CH:4][CH:5]=2)[N:10]=1)([CH3:16])([CH3:15])[CH3:14]. (9) The product is: [CH3:28][C:18]1([N:15]2[CH2:16][CH2:17][C:12](=[O:11])[CH2:13][CH2:14]2)[CH2:22][CH2:21][N:20]([C:23]([O:25][CH2:26][CH3:27])=[O:24])[CH2:19]1. Given the reactants C(Cl)(=O)C(Cl)=O.CS(C)=O.[OH:11][CH:12]1[CH2:17][CH2:16][N:15]([C:18]2([CH3:28])[CH2:22][CH2:21][N:20]([C:23]([O:25][CH2:26][CH3:27])=[O:24])[CH2:19]2)[CH2:14][CH2:13]1.C(N(CC)CC)C, predict the reaction product. (10) Given the reactants [NH2:1][C:2]1[N:7]=[CH:6][N:5]=[C:4]([NH:8][C@H:9]([C:11]2[N:16]([C:17]3[CH:22]=[CH:21][CH:20]=[CH:19][CH:18]=3)[C:15](=[O:23])[C:14]3=[C:24]([CH3:27])[CH:25]=[CH:26][N:13]3[N:12]=2)[CH3:10])[C:3]=1Br.[CH2:29]([O:31][C:32]1[C:37]([NH:38][S:39]([C:42]2[CH:47]=[CH:46][C:45]([OH:48])=[C:44]([CH3:49])[CH:43]=2)(=[O:41])=[O:40])=[CH:36][C:35](B2OC(C)(C)C(C)(C)O2)=[CH:34][N:33]=1)[CH3:30].C(=O)([O-])[O-].[Cs+].[Cs+], predict the reaction product. The product is: [NH2:1][C:2]1[C:3]([C:35]2[CH:36]=[C:37]([NH:38][S:39]([C:42]3[CH:47]=[CH:46][C:45]([OH:48])=[C:44]([CH3:49])[CH:43]=3)(=[O:41])=[O:40])[C:32]([O:31][CH2:29][CH3:30])=[N:33][CH:34]=2)=[C:4]([NH:8][C@H:9]([C:11]2[N:16]([C:17]3[CH:22]=[CH:21][CH:20]=[CH:19][CH:18]=3)[C:15](=[O:23])[C:14]3=[C:24]([CH3:27])[CH:25]=[CH:26][N:13]3[N:12]=2)[CH3:10])[N:5]=[CH:6][N:7]=1.